This data is from Full USPTO retrosynthesis dataset with 1.9M reactions from patents (1976-2016). The task is: Predict the reactants needed to synthesize the given product. Given the product [Br:1][CH2:28][C:24]1[C:25]([CH3:27])=[N:26][N:22]([CH3:21])[N+:23]=1[O-:29], predict the reactants needed to synthesize it. The reactants are: [Br:1]N1C(=O)CCC1=O.N(C(C)(C)C#N)=NC(C)(C)C#N.[CH3:21][N:22]1[N:26]=[C:25]([CH3:27])[C:24]([CH3:28])=[N+:23]1[O-:29].